Task: Predict the reaction yield, written as a fraction of the theoretical maximum amount of product (1.0 means a 100% yield; for example, 0.34 means a 34% yield).. Dataset: Reaction yield outcomes from USPTO patents with 853,638 reactions (1) The reactants are [H-].[Na+].[Cl:3][C:4]1[CH:5]=[C:6]([CH:21]=[CH:22][CH:23]=1)[CH2:7][O:8][C:9]1[CH:18]=[C:17]2[C:12]([CH:13]=[C:14]([CH2:19][OH:20])[CH:15]=[N:16]2)=[CH:11][CH:10]=1.[CH3:24]I. The catalyst is CN(C=O)C. The product is [Cl:3][C:4]1[CH:5]=[C:6]([CH:21]=[CH:22][CH:23]=1)[CH2:7][O:8][C:9]1[CH:18]=[C:17]2[C:12]([CH:13]=[C:14]([CH2:19][O:20][CH3:24])[CH:15]=[N:16]2)=[CH:11][CH:10]=1. The yield is 0.610. (2) The reactants are [Br:1][C:2]1[CH:3]=[C:4]2[C:9](=[C:10]([CH3:12])[CH:11]=1)[N:8]=[C:7]([Cl:13])[N:6]=[C:5]2Cl.C(N(C(C)C)CC)(C)C.[NH:24]1[CH2:29][CH2:28][O:27][CH2:26][CH2:25]1.O. The catalyst is ClCCl. The product is [Br:1][C:2]1[CH:3]=[C:4]2[C:9](=[C:10]([CH3:12])[CH:11]=1)[N:8]=[C:7]([Cl:13])[N:6]=[C:5]2[N:24]1[CH2:29][CH2:28][O:27][CH2:26][CH2:25]1. The yield is 0.870. (3) The reactants are [CH3:1][O:2][C:3](=[O:10])[CH2:4][C:5](=O)[CH2:6][O:7][CH3:8].[CH3:11]OC(OC)N(C)C.C1(C)C=CC(S(O)(=O)=O)=CC=1.Cl.[Cl:31][C:32]1[CH:37]=[CH:36][C:35]([NH:38][NH2:39])=[CH:34][CH:33]=1. The catalyst is C(#N)C.C(N(CC)CC)C. The product is [CH3:1][O:2][C:3]([C:4]1[CH:11]=[N:39][N:38]([C:35]2[CH:36]=[CH:37][C:32]([Cl:31])=[CH:33][CH:34]=2)[C:5]=1[CH2:6][O:7][CH3:8])=[O:10]. The yield is 0.660. (4) The reactants are [NH2:1][C:2]1[CH:7]=[CH:6][C:5]([Br:8])=[CH:4][C:3]=1[SH:9].C1C=CC(N=NC2C=CC(N)=NC=2N)=CC=1.Cl.[CH3:27][C:28]1[CH:29]=C[C:31](S(O)(=O)=O)=[CH:32][CH:33]=1.C(N(CC)CC)C.C=C1CC(C(Cl)=O)C1. The catalyst is C1(C)C(C)=CC=CC=1.C(OCC)(=O)C.C1(C)C=CC(C)=CC=1. The product is [Br:8][C:5]1[CH:6]=[CH:7][C:2]2[N:1]=[C:27]([CH:28]3[CH2:33][C:32](=[CH2:31])[CH2:29]3)[S:9][C:3]=2[CH:4]=1. The yield is 0.750. (5) The reactants are [C:1]([O:5][C:6]([NH:8][C@@H:9]([CH2:13][O:14][CH:15]([F:17])[F:16])[C:10]([OH:12])=O)=[O:7])([CH3:4])([CH3:3])[CH3:2].Cl.[CH2:19]([O:26][C:27](=[O:35])[C@@H:28]([NH2:34])[CH2:29][O:30][CH:31]([F:33])[F:32])[C:20]1[CH:25]=[CH:24][CH:23]=[CH:22][CH:21]=1.C1C=CC2N(O)N=NC=2C=1.CCN=C=NCCCN(C)C.Cl.CN1CCOCC1. The catalyst is ClCCl.C(OCC)(=O)C. The product is [CH2:19]([O:26][C:27](=[O:35])[C@@H:28]([NH:34][C:10](=[O:12])[C@@H:9]([NH:8][C:6]([O:5][C:1]([CH3:2])([CH3:3])[CH3:4])=[O:7])[CH2:13][O:14][CH:15]([F:17])[F:16])[CH2:29][O:30][CH:31]([F:33])[F:32])[C:20]1[CH:25]=[CH:24][CH:23]=[CH:22][CH:21]=1. The yield is 0.650. (6) The reactants are C[C:2]1[CH:11]=[CH:10][C:9]2[C:4](=[CH:5][CH:6]=[C:7]([C:12]([F:15])([F:14])[F:13])[CH:8]=2)[N:3]=1.[NH:16]1[CH2:21][CH2:20][NH:19][CH2:18][CH2:17]1.C(=O)([O-])[O-].[K+].[K+]. No catalyst specified. The product is [N:16]1([C:2]2[CH:11]=[CH:10][C:9]3[C:4](=[CH:5][CH:6]=[C:7]([C:12]([F:13])([F:14])[F:15])[CH:8]=3)[N:3]=2)[CH2:21][CH2:20][NH:19][CH2:18][CH2:17]1. The yield is 0.650. (7) The product is [C:17]1([NH:16][C@@H:10]2[CH2:11][CH2:12][CH2:13][CH2:14][C@@H:9]2[NH:8][C:6]([O:5][C:1]([CH3:4])([CH3:3])[CH3:2])=[O:7])[CH:22]=[CH:21][CH:20]=[CH:19][CH:18]=1. The reactants are [C:1]([O:5][C:6]([NH:8][CH:9]1[CH2:14][CH2:13][CH2:12][CH2:11][C:10]1=O)=[O:7])([CH3:4])([CH3:3])[CH3:2].[NH2:16][C:17]1[CH:22]=[CH:21][CH:20]=[CH:19][CH:18]=1.C(O)(=O)C.[BH-](OC(C)=O)(OC(C)=O)OC(C)=O.[Na+]. The catalyst is C1COCC1.C(Cl)Cl. The yield is 0.0900. (8) The reactants are [CH3:1][N:2]1[CH:6]=[C:5]([C:7]2[C:11]([CH3:12])=[C:10]([NH:13][C:14](=[O:22])OC3C=CC=CC=3)[N:9]([C:23]3[CH:28]=[CH:27][CH:26]=[CH:25][CH:24]=3)[N:8]=2)[CH:4]=[N:3]1.C1(C2C=CC(COC)=CC=2CN)CC1.[F:43][CH:44]([F:57])[O:45][C:46]1[CH:51]=[CH:50][C:49]([CH2:52][O:53][CH3:54])=[CH:48][C:47]=1[CH2:55][NH2:56]. No catalyst specified. The product is [F:43][CH:44]([F:57])[O:45][C:46]1[CH:51]=[CH:50][C:49]([CH2:52][O:53][CH3:54])=[CH:48][C:47]=1[CH2:55][NH:56][C:14]([NH:13][C:10]1[N:9]([C:23]2[CH:28]=[CH:27][CH:26]=[CH:25][CH:24]=2)[N:8]=[C:7]([C:5]2[CH:4]=[N:3][N:2]([CH3:1])[CH:6]=2)[C:11]=1[CH3:12])=[O:22]. The yield is 0.230.